Dataset: Forward reaction prediction with 1.9M reactions from USPTO patents (1976-2016). Task: Predict the product of the given reaction. (1) Given the reactants [Br:1][C:2]1[CH:25]=[N:24][C:5]2=[N:6][C:7]([N:11]3[CH2:14][CH:13]([N:15]([CH3:23])[C:16](=[O:22])[O:17][C:18]([CH3:21])([CH3:20])[CH3:19])[CH2:12]3)=[C:8](Cl)[N:9]=[C:4]2[CH:3]=1.[NH2:26][C@@H:27]([CH3:30])[CH2:28][OH:29], predict the reaction product. The product is: [Br:1][C:2]1[CH:25]=[N:24][C:5]2=[N:6][C:7]([N:11]3[CH2:14][CH:13]([N:15]([CH3:23])[C:16](=[O:22])[O:17][C:18]([CH3:21])([CH3:20])[CH3:19])[CH2:12]3)=[C:8]([NH:26][C@@H:27]([CH3:30])[CH2:28][OH:29])[N:9]=[C:4]2[CH:3]=1. (2) Given the reactants [CH3:1][C:2]1[C:7]([N+:8]([O-])=O)=[CH:6][N:5]=[C:4]([NH:11][C:12](=[O:14])[CH3:13])[CH:3]=1, predict the reaction product. The product is: [NH2:8][C:7]1[C:2]([CH3:1])=[CH:3][C:4]([NH:11][C:12](=[O:14])[CH3:13])=[N:5][CH:6]=1. (3) Given the reactants [Cl:1][C:2]1[CH:7]=[CH:6][C:5]([C:8]#[CH:9])=[CH:4][CH:3]=1.C([Li])CCC.[C:15]1([CH2:21][C:22](=[O:24])[CH3:23])[CH:20]=[CH:19][CH:18]=[CH:17][CH:16]=1, predict the reaction product. The product is: [Cl:1][C:2]1[CH:7]=[CH:6][C:5]([C:8]#[C:9][C:22]([CH3:23])([OH:24])[CH2:21][C:15]2[CH:20]=[CH:19][CH:18]=[CH:17][CH:16]=2)=[CH:4][CH:3]=1. (4) Given the reactants [O:1]1[CH2:6][CH2:5][CH:4]([N:7]2[CH2:17][CH2:16][C:10]3([CH:12]([C:13]([OH:15])=O)[CH2:11]3)[CH2:9][CH2:8]2)[CH2:3][CH2:2]1.[CH3:18][C:19]1[CH:24]=[C:23]([N:25]2[CH2:30][CH2:29][NH:28][CH2:27][CH2:26]2)[CH:22]=[CH:21][N:20]=1, predict the reaction product. The product is: [CH3:18][C:19]1[CH:24]=[C:23]([N:25]2[CH2:30][CH2:29][N:28]([C:13]([CH:12]3[C:10]4([CH2:9][CH2:8][N:7]([CH:4]5[CH2:3][CH2:2][O:1][CH2:6][CH2:5]5)[CH2:17][CH2:16]4)[CH2:11]3)=[O:15])[CH2:27][CH2:26]2)[CH:22]=[CH:21][N:20]=1. (5) Given the reactants [CH2:1]([OH:3])[CH3:2].[Na].C[C:6](=O)[CH2:7][C:8](=[O:10])C.[C:12]([O:16][CH2:17][CH3:18])(=[O:15])[CH:13]=[CH2:14], predict the reaction product. The product is: [C:1]([CH:7]([CH3:6])[C:8](=[O:10])[CH2:14][CH2:13][C:12]([O:16][CH2:17][CH3:18])=[O:15])(=[O:3])[CH3:2]. (6) Given the reactants C([NH:8][CH2:9][CH2:10][NH:11][C:12]1[N:17]=[C:16]([O:18][CH3:19])[C:15]([NH:20][C:21]([C:23]2[O:24][C:25]([O:28][C:29]3[CH:34]=[C:33]([Si:35]([CH3:38])([CH3:37])[CH3:36])[CH:32]=[CH:31][C:30]=3[CH3:39])=[CH:26][CH:27]=2)=[O:22])=[C:14]([O:40][CH3:41])[N:13]=1)C1C=CC=CC=1, predict the reaction product. The product is: [NH2:8][CH2:9][CH2:10][NH:11][C:12]1[N:13]=[C:14]([O:40][CH3:41])[C:15]([NH:20][C:21]([C:23]2[O:24][C:25]([O:28][C:29]3[CH:34]=[C:33]([Si:35]([CH3:38])([CH3:37])[CH3:36])[CH:32]=[CH:31][C:30]=3[CH3:39])=[CH:26][CH:27]=2)=[O:22])=[C:16]([O:18][CH3:19])[N:17]=1. (7) The product is: [OH:1][CH:2]([C:8]1[C:17]2[C:12](=[CH:13][CH:14]=[CH:15][CH:16]=2)[CH:11]=[CH:10][C:9]=1[O:18][CH2:19][C:20]1[CH:25]=[CH:24][CH:23]=[CH:22][CH:21]=1)[C:3]([O:5][CH2:6][CH3:7])=[O:4]. Given the reactants [OH:1][CH:2]([C:8]1[C:17]2[C:12](=[CH:13][CH:14]=[CH:15][CH:16]=2)[CH:11]=[CH:10][C:9]=1[OH:18])[C:3]([O:5][CH2:6][CH3:7])=[O:4].[CH2:19](Br)[C:20]1[CH:25]=[CH:24][CH:23]=[CH:22][CH:21]=1.C(=O)([O-])[O-].[Cs+].[Cs+].[I-].[Na+], predict the reaction product. (8) Given the reactants [H-].[Na+].[NH:3]1[CH:7]=[CH:6][N:5]=[CH:4]1.[CH3:8][Si:9]([CH2:12][CH2:13][O:14][CH2:15]Cl)([CH3:11])[CH3:10].C([O-])(O)=O.[Na+], predict the reaction product. The product is: [CH3:8][Si:9]([CH3:11])([CH3:10])[CH2:12][CH2:13][O:14][CH2:15][N:3]1[CH:7]=[CH:6][N:5]=[CH:4]1. (9) The product is: [CH3:18][C:15]1[CH:16]=[CH:17][C:12]([C:10]2[CH:9]=[C:4]([CH:3]=[C:2]([B:19]3[O:23][C:22]([CH3:25])([CH3:24])[C:21]([CH3:27])([CH3:26])[O:20]3)[CH:11]=2)[C:5]([O:7][CH3:8])=[O:6])=[N:13][CH:14]=1. Given the reactants Br[C:2]1[CH:3]=[C:4]([CH:9]=[C:10]([C:12]2[CH:17]=[CH:16][C:15]([CH3:18])=[CH:14][N:13]=2)[CH:11]=1)[C:5]([O:7][CH3:8])=[O:6].[B:19]1([B:19]2[O:23][C:22]([CH3:25])([CH3:24])[C:21]([CH3:27])([CH3:26])[O:20]2)[O:23][C:22]([CH3:25])([CH3:24])[C:21]([CH3:27])([CH3:26])[O:20]1.C([O-])(=O)C.[K+].CN(C)C=O.ClCCl, predict the reaction product. (10) Given the reactants [Cl:1][C:2]1[CH:3]=[C:4]2[C:9](=[CH:10][CH:11]=1)[C:8](=[O:12])O[C:6]([C:13]([OH:15])=[O:14])=[C:5]2[C:16]1[CH:21]=[CH:20][CH:19]=[CH:18][CH:17]=1.[CH3:22][O:23][C:24]1[CH:31]=[CH:30][C:27]([CH2:28][NH2:29])=[CH:26][CH:25]=1, predict the reaction product. The product is: [Cl:1][C:2]1[CH:3]=[C:4]2[C:9](=[CH:10][CH:11]=1)[C:8](=[O:12])[N:29]([CH2:28][C:27]1[CH:30]=[CH:31][C:24]([O:23][CH3:22])=[CH:25][CH:26]=1)[C:6]([C:13]([OH:15])=[O:14])=[C:5]2[C:16]1[CH:17]=[CH:18][CH:19]=[CH:20][CH:21]=1.